This data is from Cav3 T-type calcium channel HTS with 100,875 compounds. The task is: Binary Classification. Given a drug SMILES string, predict its activity (active/inactive) in a high-throughput screening assay against a specified biological target. (1) The compound is Clc1c(c2onc(C(=O)N3CCN(CC3)C(=O)c3cc(F)ccc3)c2)ccc(Cl)c1. The result is 0 (inactive). (2) The drug is O(c1c(OC)ccc(NC(OC)=O)c1)C. The result is 0 (inactive). (3) The molecule is O1C(CCC1)CNc1nc(nc2c1oc1c2cccc1)CC. The result is 0 (inactive). (4) The drug is S1CC(=O)N(CC(=O)c2ccccc2)C1=O. The result is 0 (inactive). (5) The drug is Brc1c(n(nc1)C)C(=O)N1N=C(CC1(O)C(F)F)C(F)F. The result is 0 (inactive). (6) The drug is O=C(Nc1c(CC)cccc1)c1ccc(CN2CCC(CC2)Cc2ccccc2)cc1. The result is 1 (active).